The task is: Regression. Given two drug SMILES strings and cell line genomic features, predict the synergy score measuring deviation from expected non-interaction effect.. This data is from NCI-60 drug combinations with 297,098 pairs across 59 cell lines. (1) Drug 1: C1CCC(C1)C(CC#N)N2C=C(C=N2)C3=C4C=CNC4=NC=N3. Drug 2: C1=C(C(=O)NC(=O)N1)N(CCCl)CCCl. Cell line: U251. Synergy scores: CSS=30.4, Synergy_ZIP=4.32, Synergy_Bliss=5.41, Synergy_Loewe=-6.20, Synergy_HSA=5.55. (2) Drug 1: CC(CN1CC(=O)NC(=O)C1)N2CC(=O)NC(=O)C2. Cell line: U251. Synergy scores: CSS=34.6, Synergy_ZIP=-5.66, Synergy_Bliss=-5.58, Synergy_Loewe=-4.79, Synergy_HSA=-3.90. Drug 2: CCC1(CC2CC(C3=C(CCN(C2)C1)C4=CC=CC=C4N3)(C5=C(C=C6C(=C5)C78CCN9C7C(C=CC9)(C(C(C8N6C)(C(=O)OC)O)OC(=O)C)CC)OC)C(=O)OC)O.OS(=O)(=O)O.